From a dataset of NCI-60 drug combinations with 297,098 pairs across 59 cell lines. Regression. Given two drug SMILES strings and cell line genomic features, predict the synergy score measuring deviation from expected non-interaction effect. Cell line: HOP-92. Synergy scores: CSS=17.5, Synergy_ZIP=-6.98, Synergy_Bliss=-4.50, Synergy_Loewe=-1.77, Synergy_HSA=-0.348. Drug 2: C1CC(C1)(C(=O)O)C(=O)O.[NH2-].[NH2-].[Pt+2]. Drug 1: C1CN1P(=S)(N2CC2)N3CC3.